From a dataset of Full USPTO retrosynthesis dataset with 1.9M reactions from patents (1976-2016). Predict the reactants needed to synthesize the given product. (1) Given the product [CH2:1]([N:8]1[CH:40]=[N:39][C:38]2[N:13]([C@@H:14]3[O:37][C@H:27]([CH2:28][O:29][CH2:30][C:31]4[CH:36]=[CH:35][CH:34]=[CH:33][CH:32]=4)[CH:21]=[CH:15]3)[CH:12]=[N:11][C:10]=2[C:9]1=[O:41])[C:2]1[CH:7]=[CH:6][CH:5]=[CH:4][CH:3]=1, predict the reactants needed to synthesize it. The reactants are: [CH2:1]([N:8]1[CH:40]=[N:39][C:38]2[N:13]([C@@H:14]3[O:37][C@H:27]([CH2:28][O:29][CH2:30][C:31]4[CH:36]=[CH:35][CH:34]=[CH:33][CH:32]=4)[C@@H:21](OC(SC)=S)[C@H:15]3OC(SC)=S)[CH:12]=[N:11][C:10]=2[C:9]1=[O:41])[C:2]1[CH:7]=[CH:6][CH:5]=[CH:4][CH:3]=1.[PH2](O)=O.C(N1CCCCC1)C.N(C(C)(C)C#N)=NC(C)(C)C#N. (2) Given the product [F:1][C:2]1[CH:7]=[CH:6][CH:5]=[CH:4][C:3]=1[C:8]1[N:9]([S:37]([C:34]2[CH:35]=[CH:36][O:32][CH:33]=2)(=[O:39])=[O:38])[CH:10]=[C:11]([CH:13]=[O:14])[N:12]=1, predict the reactants needed to synthesize it. The reactants are: [F:1][C:2]1[CH:7]=[CH:6][CH:5]=[CH:4][C:3]=1[C:8]1[NH:9][CH:10]=[C:11]([CH:13]=[O:14])[N:12]=1.[H-].[Na+].C1OCCOCCOCCOCCOC1.[O:32]1[CH:36]=[CH:35][C:34]([S:37](Cl)(=[O:39])=[O:38])=[CH:33]1. (3) Given the product [F:1][C:2]1[CH:7]=[C:6]([CH:5]=[CH:4][C:3]=1[C:9]([N:11]1[CH2:15][CH2:14][CH2:13][C@H:12]1[CH2:16][N:17]1[CH2:21][CH2:20][CH2:19][CH2:18]1)=[O:10])[O:8][CH2:23][C:24]1[S:28][C:27]([C:29]#[N:30])=[CH:26][CH:25]=1, predict the reactants needed to synthesize it. The reactants are: [F:1][C:2]1[CH:7]=[C:6]([OH:8])[CH:5]=[CH:4][C:3]=1[C:9]([N:11]1[CH2:15][CH2:14][CH2:13][C@H:12]1[CH2:16][N:17]1[CH2:21][CH2:20][CH2:19][CH2:18]1)=[O:10].Br[CH2:23][C:24]1[S:28][C:27]([C:29]#[N:30])=[CH:26][CH:25]=1. (4) Given the product [C:11]([NH:10][C:7]1[C:6]([F:14])=[C:5](/[CH:15]=[CH:21]/[C:20]([O:19][CH2:17][CH3:18])=[O:30])[C:4]([Cl:3])=[CH:9][CH:8]=1)(=[O:13])[CH3:12], predict the reactants needed to synthesize it. The reactants are: [OH-].[Na+].[Cl:3][C:4]1[CH:9]=[CH:8][C:7]([NH:10][C:11](=[O:13])[CH3:12])=[C:6]([F:14])[C:5]=1[CH:15]=O.[CH2:17]([O:19][C:20](=[O:30])[CH2:21]P(OCC)(OCC)=O)[CH3:18]. (5) Given the product [OH-:1].[OH:51][CH2:50][C@@H:48]([C@H:46]([C@@H:44]([C@@H:42]([CH2:41][OH:40])[OH:43])[OH:45])[OH:47])[OH:49].[C:24]([O-:36])(=[O:35])[CH2:25][C:26]([CH2:31][C:32]([O-:34])=[O:33])([C:28]([OH:30])=[O:29])[OH:27].[Al+3:20], predict the reactants needed to synthesize it. The reactants are: [OH:1]C[C@@H]([C@H]([C@@H]([C@@H](CO)O)O)O)O.O.O.O.O.O.O.[Cl-].[Al+3:20].[Cl-].[Cl-].O.[C:24]([OH:36])(=[O:35])[CH2:25][C:26]([CH2:31][C:32]([OH:34])=[O:33])([C:28]([OH:30])=[O:29])[OH:27].[OH-].[Na+].[OH-].[OH:40][CH2:41][C@@H:42]([C@H:44]([C@@H:46]([C@@H:48]([CH2:50][OH:51])[OH:49])[OH:47])[OH:45])[OH:43].C([O-])(=O)CC(CC(O)=O)(C(O)=O)O.[Mg+2].